Binary Classification. Given a drug SMILES string, predict its activity (active/inactive) in a high-throughput screening assay against a specified biological target. From a dataset of Cav3 T-type calcium channel HTS with 100,875 compounds. (1) The molecule is S(=O)(=O)(Nc1[nH]c(SCC(=O)Nc2ccc(OC)cc2)nc(=O)c1)c1ccccc1. The result is 0 (inactive). (2) The compound is S(=O)(=O)(N1CCCCCC1)c1cc2c(c(oc2cc1)C(=O)NC1CC1)C. The result is 0 (inactive). (3) The drug is S(=O)(=O)(NNC(=S)Nc1ccccc1)c1ccc(cc1)C. The result is 0 (inactive). (4) The molecule is Clc1ccc(OCc2onc(n2)c2ccncc2)cc1. The result is 0 (inactive). (5) The compound is FC(F)(F)c1c2nc(cc(c2ccc1)C(O)=O)C(F)(F)F. The result is 0 (inactive). (6) The molecule is O(C(=O)c1cc(NC(=O)c2nccnc2C(O)=O)cc(c1)C(OC)=O)C. The result is 0 (inactive). (7) The drug is O(C1(C(=O)c2cn(C3CC3)c(cc2=C(C1=O)c1ccccc1)CCCC(OC)=O)C)C(=O)C1CCCC1. The result is 0 (inactive). (8) The drug is O=C(N1CCN(CC1)C(=O)c1occc1)Cn1nc2CCC(Cc2c1)C. The result is 0 (inactive). (9) The molecule is Clc1cc2c(o\c(=N/C)c(c2)C(=O)N)cc1. The result is 0 (inactive). (10) The drug is O1CCN(CC(O)Cn2c3c(c(c2C)C)cc(cc3)C)CC1. The result is 0 (inactive).